Dataset: Catalyst prediction with 721,799 reactions and 888 catalyst types from USPTO. Task: Predict which catalyst facilitates the given reaction. (1) Product: [CH2:8]([O:15][C:16]([C:18]1[C:27]2[C:22](=[CH:23][CH:24]=[CH:25][CH:26]=2)[N:21]=[C:20]([C:28]2[CH:33]=[CH:32][CH:31]=[CH:30][C:29]=2[O:34][C:1](=[O:3])[CH3:2])[CH:19]=1)=[O:17])[C:9]1[CH:14]=[CH:13][CH:12]=[CH:11][CH:10]=1. The catalyst class is: 17. Reactant: [C:1](OC(=O)C)(=[O:3])[CH3:2].[CH2:8]([O:15][C:16]([C:18]1[C:27]2[C:22](=[CH:23][CH:24]=[CH:25][CH:26]=2)[N:21]=[C:20]([C:28]2[CH:33]=[CH:32][CH:31]=[CH:30][C:29]=2[OH:34])[CH:19]=1)=[O:17])[C:9]1[CH:14]=[CH:13][CH:12]=[CH:11][CH:10]=1. (2) Reactant: C([NH:9][C:10]([NH:12][C:13]1[CH:35]=[CH:34][C:16]2[N:17]=[C:18]([NH:20][CH:21]3[CH2:26][CH2:25][N:24]([CH2:27][C:28]4[CH:33]=[CH:32][CH:31]=[CH:30][CH:29]=4)[CH2:23][CH2:22]3)[S:19][C:15]=2[CH:14]=1)=[S:11])(=O)C1C=CC=CC=1.[OH-].[Na+]. Product: [CH2:27]([N:24]1[CH2:25][CH2:26][CH:21]([NH:20][C:18]2[S:19][C:15]3[CH:14]=[C:13]([NH:12][C:10]([NH2:9])=[S:11])[CH:35]=[CH:34][C:16]=3[N:17]=2)[CH2:22][CH2:23]1)[C:28]1[CH:29]=[CH:30][CH:31]=[CH:32][CH:33]=1. The catalyst class is: 1. (3) Reactant: [CH3:1][C:2]1([CH3:30])[CH2:10][C:9]2[NH:8][N:7]=[C:6]([C:11]([NH:13][C:14]3[CH:15]=[N:16][N:17]([CH:19]([C:24]4[CH:29]=[CH:28][CH:27]=[CH:26][CH:25]=4)[CH2:20][CH2:21][NH:22][CH3:23])[CH:18]=3)=[O:12])[C:5]=2[CH2:4][CH2:3]1.C(N(CC)CC)C.[CH3:38][S:39](Cl)(=[O:41])=[O:40]. Product: [CH3:1][C:2]1([CH3:30])[CH2:10][C:9]2[NH:8][N:7]=[C:6]([C:11]([NH:13][C:14]3[CH:15]=[N:16][N:17]([CH:19]([C:24]4[CH:25]=[CH:26][CH:27]=[CH:28][CH:29]=4)[CH2:20][CH2:21][N:22]([CH3:23])[S:39]([CH3:38])(=[O:41])=[O:40])[CH:18]=3)=[O:12])[C:5]=2[CH2:4][CH2:3]1. The catalyst class is: 1.